From a dataset of Reaction yield outcomes from USPTO patents with 853,638 reactions. Predict the reaction yield, written as a fraction of the theoretical maximum amount of product (1.0 means a 100% yield; for example, 0.34 means a 34% yield). (1) The reactants are Br[C:2]1[C:3]([C:23]([N:25]2[CH2:30][CH2:29][O:28][CH2:27][CH2:26]2)=[O:24])=[CH:4][C:5]2[O:9][C:8]([C:16]3[CH:21]=[CH:20][CH:19]=[CH:18][CH:17]=3)([C:10]3[CH:15]=[CH:14][CH:13]=[CH:12][CH:11]=3)[O:7][C:6]=2[CH:22]=1.[Cu](C#N)[C:32]#[N:33]. The catalyst is CN1CCCC1=O. The product is [N:25]1([C:23]([C:3]2[C:2]([C:32]#[N:33])=[CH:22][C:6]3[O:7][C:8]([C:16]4[CH:17]=[CH:18][CH:19]=[CH:20][CH:21]=4)([C:10]4[CH:15]=[CH:14][CH:13]=[CH:12][CH:11]=4)[O:9][C:5]=3[CH:4]=2)=[O:24])[CH2:26][CH2:27][O:28][CH2:29][CH2:30]1. The yield is 0.830. (2) The reactants are C(Cl)(=O)[C:2](Cl)=[O:3].[Cl:7][C:8]1[CH:16]=[CH:15][CH:14]=[CH:13][C:9]=1[C:10]([NH2:12])=[O:11].[NH2:17][C:18]1[S:19][C:20]2[CH:26]=[C:25]([S:27][C:28]([CH3:52])([CH3:51])[CH2:29][N:30]([CH:48]([CH3:50])[CH3:49])[C:31](=[O:47])[O:32][CH2:33][CH:34]3[C:46]4[CH:45]=[CH:44][CH:43]=[CH:42][C:41]=4[C:40]4[C:35]3=[CH:36][CH:37]=[CH:38][CH:39]=4)[CH:24]=[CH:23][C:21]=2[N:22]=1. The catalyst is ClCCCl.O1CCOCC1. The product is [Cl:7][C:8]1[CH:16]=[CH:15][CH:14]=[CH:13][C:9]=1[C:10]([NH:12][C:2](=[O:3])[NH:17][C:18]1[S:19][C:20]2[CH:26]=[C:25]([S:27][C:28]([CH3:51])([CH3:52])[CH2:29][N:30]([CH:48]([CH3:49])[CH3:50])[C:31](=[O:47])[O:32][CH2:33][CH:34]3[C:35]4[CH:36]=[CH:37][CH:38]=[CH:39][C:40]=4[C:41]4[C:46]3=[CH:45][CH:44]=[CH:43][CH:42]=4)[CH:24]=[CH:23][C:21]=2[N:22]=1)=[O:11]. The yield is 1.31. (3) The reactants are [CH2:1]([O:3][C:4]([C:6]1[CH:10]=[C:9]([CH3:11])[N:8]([CH2:12][C:13]2[CH:18]=[C:17]([Cl:19])[CH:16]=[CH:15][C:14]=2[OH:20])[N:7]=1)=[O:5])[CH3:2].C(=O)([O-])[O-].[K+].[K+].[I-].[K+].[Cl:29][C:30]1[CH:37]=[CH:36][C:33]([CH2:34]Br)=[CH:32][CH:31]=1. The catalyst is CN(C=O)C.O. The product is [CH2:1]([O:3][C:4]([C:6]1[CH:10]=[C:9]([CH3:11])[N:8]([CH2:12][C:13]2[CH:18]=[C:17]([Cl:19])[CH:16]=[CH:15][C:14]=2[O:20][CH2:34][C:33]2[CH:36]=[CH:37][C:30]([Cl:29])=[CH:31][CH:32]=2)[N:7]=1)=[O:5])[CH3:2]. The yield is 0.710. (4) The reactants are [C:1]([O:5][C:6]([N:8]1[CH2:12][CH2:11][CH:10]([C:13](=O)[NH:14][CH2:15][C:16]([C:18]2[CH:23]=[CH:22][C:21]([Br:24])=[CH:20][CH:19]=2)=O)[CH2:9]1)=[O:7])([CH3:4])([CH3:3])[CH3:2].C([O-])(=O)C.[NH4+:30]. The catalyst is C1(C)C(C)=CC=CC=1. The product is [C:1]([O:5][C:6]([N:8]1[CH2:12][CH2:11][CH:10]([C:13]2[NH:30][C:16]([C:18]3[CH:23]=[CH:22][C:21]([Br:24])=[CH:20][CH:19]=3)=[CH:15][N:14]=2)[CH2:9]1)=[O:7])([CH3:4])([CH3:3])[CH3:2]. The yield is 0.560. (5) The reactants are [C:1]([O:5][C:6]([NH:8][CH:9]([C@H:13]([CH2:21][CH3:22])[CH2:14][CH:15]([CH3:20])[CH2:16][CH2:17][CH:18]=[CH2:19])[C:10]([OH:12])=O)=[O:7])([CH3:4])([CH3:3])[CH3:2].CCN(C(C)C)C(C)C.CN(C(ON1N=NC2C=CC=NC1=2)=[N+](C)C)C.F[P-](F)(F)(F)(F)F.[OH:56][C@H:57]1[CH2:61][NH:60][C@H:59]([C:62]([O:64][CH3:65])=[O:63])[CH2:58]1. The catalyst is ClCCl. The product is [C:1]([O:5][C:6]([NH:8][C@@H:9]([C@H:13]([CH2:21][CH3:22])[CH2:14][CH:15]([CH3:20])[CH2:16][CH2:17][CH:18]=[CH2:19])[C:10]([N:60]1[CH2:61][C@H:57]([OH:56])[CH2:58][C@H:59]1[C:62]([O:64][CH3:65])=[O:63])=[O:12])=[O:7])([CH3:2])([CH3:3])[CH3:4]. The yield is 0.530. (6) The reactants are [OH:1][C@@H:2]([C@@H:18]([NH:26][C:27](=[O:45])[C:28]1[CH:33]=[CH:32][CH:31]=[C:30]([C:34](=[O:44])[N:35]([CH3:43])[CH2:36][C:37]2[S:38][CH:39]=[C:40]([CH3:42])[N:41]=2)[CH:29]=1)[CH2:19][C:20]1[CH:25]=[CH:24][CH:23]=[CH:22][CH:21]=1)[CH2:3][NH:4][CH2:5][C:6]1[CH:7]=[C:8]([CH:13]=[C:14]([O:16][CH3:17])[CH:15]=1)[C:9]([O:11]C)=[O:10].[OH-].[Na+]. The catalyst is CO.O. The product is [OH:1][C@@H:2]([C@@H:18]([NH:26][C:27](=[O:45])[C:28]1[CH:33]=[CH:32][CH:31]=[C:30]([C:34](=[O:44])[N:35]([CH3:43])[CH2:36][C:37]2[S:38][CH:39]=[C:40]([CH3:42])[N:41]=2)[CH:29]=1)[CH2:19][C:20]1[CH:21]=[CH:22][CH:23]=[CH:24][CH:25]=1)[CH2:3][NH:4][CH2:5][C:6]1[CH:7]=[C:8]([CH:13]=[C:14]([O:16][CH3:17])[CH:15]=1)[C:9]([OH:11])=[O:10]. The yield is 0.820. (7) The reactants are [CH3:1][O:2][C:3]1[CH:4]=[C:5]2[C:10](=[CH:11][C:12]=1[O:13][CH3:14])[N:9]=[CH:8][CH:7]=[C:6]2[O:15][C:16]1[CH:22]=[CH:21][C:19]([NH2:20])=[CH:18][CH:17]=1.C1(C)C=CC=CC=1.C(N(CC)CC)C.Cl[C:38](Cl)([O:40][C:41](=[O:47])OC(Cl)(Cl)Cl)Cl.[F:49][C:50]1[CH:57]=[CH:56][C:53](CO)=[CH:52][CH:51]=1. The catalyst is C(Cl)Cl. The product is [CH3:1][O:2][C:3]1[CH:4]=[C:5]2[C:10](=[CH:11][C:12]=1[O:13][CH3:14])[N:9]=[CH:8][CH:7]=[C:6]2[O:15][C:16]1[CH:22]=[CH:21][C:19]([NH:20][C:41](=[O:47])[O:40][CH2:38][C:53]2[CH:56]=[CH:57][C:50]([F:49])=[CH:51][CH:52]=2)=[CH:18][CH:17]=1. The yield is 0.580. (8) The reactants are [N:1]1[C:10]2[C:5](=[CH:6][CH:7]=[CH:8][CH:9]=2)[CH:4]=[CH:3][C:2]=1[N:11]1[C:15]([OH:16])=[C:14]([C:17](=O)[CH3:18])[C:13]([CH3:20])=[N:12]1.[CH3:21][O:22][C:23]([C:25]1[CH:34]=[CH:33][C:28]([C:29]([NH:31][NH2:32])=[O:30])=[CH:27][CH:26]=1)=[O:24].O.C1(C)C=CC(S(O)(=O)=O)=CC=1. The catalyst is C(O)(C)C. The product is [N:1]1[C:10]2[C:5](=[CH:6][CH:7]=[CH:8][CH:9]=2)[CH:4]=[CH:3][C:2]=1[N:11]1[C:15](=[O:16])[C:14](=[C:17]([NH:32][NH:31][C:29](=[O:30])[C:28]2[CH:27]=[CH:26][C:25]([C:23]([O:22][CH3:21])=[O:24])=[CH:34][CH:33]=2)[CH3:18])[C:13]([CH3:20])=[N:12]1. The yield is 0.310.